This data is from Catalyst prediction with 721,799 reactions and 888 catalyst types from USPTO. The task is: Predict which catalyst facilitates the given reaction. (1) Reactant: [F:1][C:2]1[N:6]([CH3:7])[N:5]=[C:4]([CH3:8])[C:3]=1[C:9](Cl)=[O:10].[CH3:12][Si:13]([CH2:21][NH:22][CH:23]1[CH2:25][CH2:24]1)([CH3:20])[C:14]1[CH:19]=[CH:18][CH:17]=[CH:16][CH:15]=1.C(N(CC)CC)C. Product: [CH:23]1([N:22]([CH2:21][Si:13]([CH3:20])([CH3:12])[C:14]2[CH:19]=[CH:18][CH:17]=[CH:16][CH:15]=2)[C:9]([C:3]2[C:4]([CH3:8])=[N:5][N:6]([CH3:7])[C:2]=2[F:1])=[O:10])[CH2:25][CH2:24]1. The catalyst class is: 7. (2) Reactant: [CH3:1][C:2]1[N:6]=[C:5]([C:7]2[C:8]3[CH2:26][CH2:25][CH2:24][CH2:23][C:9]=3[S:10][C:11]=2[N:12]2[C:20](=[O:21])[C:19]3[CH2:18][CH2:17][CH2:16][CH2:15][C:14]=3[C:13]2=[O:22])[O:4][N:3]=1.C1C[O:30]CC1. Product: [CH3:1][C:2]1[N:6]=[C:5]([C:7]2[C:8]3[CH2:26][CH2:25][CH2:24][CH2:23][C:9]=3[S:10][C:11]=2[NH:12][C:13]([C:14]2[CH2:15][CH2:16][CH2:17][CH2:18][C:19]=2[C:20]([OH:21])=[O:30])=[O:22])[O:4][N:3]=1. The catalyst class is: 611. (3) Reactant: [CH3:1][C:2]1[N:6]([CH:7]([CH3:9])[CH3:8])[C:5]([C:10]2[CH:15]=[CH:14][N:13]=[C:12](O)[N:11]=2)=[CH:4][N:3]=1.P(Cl)(Cl)(Cl)(Cl)[Cl:18]. Product: [Cl:18][C:12]1[N:11]=[C:10]([C:5]2[N:6]([CH:7]([CH3:9])[CH3:8])[C:2]([CH3:1])=[N:3][CH:4]=2)[CH:15]=[CH:14][N:13]=1. The catalyst class is: 286. (4) Reactant: C[O:2][C:3](=[O:32])[C:4]1[CH:9]=[CH:8][CH:7]=[C:6]([CH2:10][O:11][C:12]2[CH:17]=[CH:16][CH:15]=[C:14]([C:18]3[N:19]=[C:20]([CH:28]4[CH2:31][CH2:30][CH2:29]4)[N:21]4[CH:26]=[CH:25][N:24]=[C:23]([NH2:27])[C:22]=34)[CH:13]=2)[CH:5]=1.[OH-].[Na+]. Product: [NH2:27][C:23]1[C:22]2[N:21]([C:20]([CH:28]3[CH2:31][CH2:30][CH2:29]3)=[N:19][C:18]=2[C:14]2[CH:13]=[C:12]([CH:17]=[CH:16][CH:15]=2)[O:11][CH2:10][C:6]2[CH:5]=[C:4]([CH:9]=[CH:8][CH:7]=2)[C:3]([OH:32])=[O:2])[CH:26]=[CH:25][N:24]=1. The catalyst class is: 1. (5) The catalyst class is: 21. Reactant: C([O-])([O-])=O.[K+].[K+].Br[CH2:8][CH2:9][C:10]1[CH:15]=[CH:14][C:13]([F:16])=[CH:12][CH:11]=1.[CH3:17][O:18][C:19](=[O:45])/[CH:20]=[CH:21]/[C:22]1[CH:23]=[C:24]2[C:41](=[CH:42][CH:43]=1)[O:40][C:27]1([CH2:32][CH2:31][N:30](C(OC(C)(C)C)=O)[CH2:29][CH2:28]1)[CH2:26][C:25]2=[O:44]. Product: [CH3:17][O:18][C:19](=[O:45])/[CH:20]=[CH:21]/[C:22]1[CH:23]=[C:24]2[C:41](=[CH:42][CH:43]=1)[O:40][C:27]1([CH2:28][CH2:29][N:30]([CH2:8][CH2:9][C:10]3[CH:15]=[CH:14][C:13]([F:16])=[CH:12][CH:11]=3)[CH2:31][CH2:32]1)[CH2:26][C:25]2=[O:44]. (6) Reactant: [S:1]1[CH:5]=[CH:4][CH:3]=[C:2]1[CH2:6][NH:7][C:8]([C:10]1[CH:28]=[C:13]2[CH:14]=[C:15]([C:22]3[CH:27]=[CH:26][CH:25]=[CH:24][CH:23]=3)[CH:16]=[C:17]([C:18]([F:21])([F:20])[F:19])[N:12]2[N:11]=1)=[O:9].C1C(=O)N([Br:36])C(=O)C1. Product: [S:1]1[CH:5]=[CH:4][CH:3]=[C:2]1[CH2:6][NH:7][C:8]([C:10]1[C:28]([Br:36])=[C:13]2[CH:14]=[C:15]([C:22]3[CH:27]=[CH:26][CH:25]=[CH:24][CH:23]=3)[CH:16]=[C:17]([C:18]([F:20])([F:21])[F:19])[N:12]2[N:11]=1)=[O:9]. The catalyst class is: 3. (7) Reactant: Br[C:2]1[C:11]2[C:6](=[C:7]([C:14]#[N:15])[CH:8]=[C:9]([O:12][CH3:13])[CH:10]=2)[C:5](=[O:16])[N:4]([C:17]2[CH:22]=[CH:21][C:20]([O:23][CH3:24])=[CH:19][CH:18]=2)[CH:3]=1.C(=O)([O-])[O-].[Cs+].[Cs+].[F:31][C:32]1[CH:33]=[C:34](B(O)O)[CH:35]=[C:36]([F:39])[C:37]=1[F:38]. Product: [CH3:13][O:12][C:9]1[CH:10]=[C:11]2[C:6](=[C:7]([C:14]#[N:15])[CH:8]=1)[C:5](=[O:16])[N:4]([C:17]1[CH:22]=[CH:21][C:20]([O:23][CH3:24])=[CH:19][CH:18]=1)[CH:3]=[C:2]2[C:34]1[CH:33]=[C:32]([F:31])[C:37]([F:38])=[C:36]([F:39])[CH:35]=1. The catalyst class is: 73.